This data is from Forward reaction prediction with 1.9M reactions from USPTO patents (1976-2016). The task is: Predict the product of the given reaction. Given the reactants Br[C:2]1[CH:7]=[CH:6][C:5]([C:8]2[C:14]3[CH:15]=[C:16]([O:19][CH3:20])[CH:17]=[CH:18][C:13]=3[N:12]3[C:21]([CH3:24])=[N:22][N:23]=[C:11]3[C@H:10]([CH2:25][C:26]([NH:28][CH2:29][CH3:30])=[O:27])[N:9]=2)=[CH:4][CH:3]=1.CC(C)([O-])C.[Na+].[S:37]([O-])([O-])(=O)=S.[Na+].[Na+].Cl, predict the reaction product. The product is: [CH2:29]([NH:28][C:26](=[O:27])[CH2:25][C@@H:10]1[N:9]=[C:8]([C:5]2[CH:6]=[CH:7][C:2]([SH:37])=[CH:3][CH:4]=2)[C:14]2[CH:15]=[C:16]([O:19][CH3:20])[CH:17]=[CH:18][C:13]=2[N:12]2[C:21]([CH3:24])=[N:22][N:23]=[C:11]12)[CH3:30].